This data is from Reaction yield outcomes from USPTO patents with 853,638 reactions. The task is: Predict the reaction yield, written as a fraction of the theoretical maximum amount of product (1.0 means a 100% yield; for example, 0.34 means a 34% yield). (1) The reactants are [N+:1]([C:4]1[CH:5]=[C:6]([CH:10]=[CH:11][C:12]([O:14][CH2:15][CH3:16])=[O:13])[CH:7]=[CH:8][CH:9]=1)([O-])=O. The catalyst is CO.[Pd]. The product is [NH2:1][C:4]1[CH:5]=[C:6]([CH2:10][CH2:11][C:12]([O:14][CH2:15][CH3:16])=[O:13])[CH:7]=[CH:8][CH:9]=1. The yield is 0.890. (2) The reactants are [Cl:1][C:2]1[C:3]([C:12](Cl)=[O:13])=[N:4][C:5]2[C:10]([N:11]=1)=[CH:9][CH:8]=[CH:7][CH:6]=2.[NH2:15][C:16]1[CH:28]=[CH:27][C:19]([C:20]([O:22][C:23]([CH3:26])([CH3:25])[CH3:24])=[O:21])=[CH:18][CH:17]=1.N1C=CC=CC=1.O. The catalyst is ClCCl. The product is [Cl:1][C:2]1[C:3]([C:12]([NH:15][C:16]2[CH:28]=[CH:27][C:19]([C:20]([O:22][C:23]([CH3:24])([CH3:25])[CH3:26])=[O:21])=[CH:18][CH:17]=2)=[O:13])=[N:4][C:5]2[C:10]([N:11]=1)=[CH:9][CH:8]=[CH:7][CH:6]=2. The yield is 0.790. (3) The reactants are [F:1][C:2]([F:24])([O:12][C:13]1[CH:22]=[CH:21][C:20]2[C:15](=[CH:16][CH:17]=[CH:18][CH:19]=2)[C:14]=1[F:23])[C:3]([NH:5][CH2:6][C:7]1[O:8][CH:9]=[CH:10][CH:11]=1)=O.[BH4-].[Na+].ClC1C2C(=CC=CC=2)C=CC=1OCC(C)(NCC1SC=CC=1)C. The catalyst is C1COCC1. The product is [F:24][C:2]([F:1])([O:12][C:13]1[CH:22]=[CH:21][C:20]2[C:15](=[CH:16][CH:17]=[CH:18][CH:19]=2)[C:14]=1[F:23])[CH2:3][NH:5][CH2:6][C:7]1[O:8][CH:9]=[CH:10][CH:11]=1. The yield is 0.910. (4) The reactants are [NH2:1][C:2]1[CH:3]=[C:4]2[C:8](=[CH:9][C:10]=1[N+:11]([O-])=O)[C:7](=[O:14])[N:6]([CH:15]([CH3:17])[CH3:16])[C:5]2=[O:18].CC(O)=O.[Cl:23][C:24]1[C:29]([CH:30]=O)=[C:28]([O:32][CH3:33])[N:27]=[CH:26][CH:25]=1. The catalyst is CO. The product is [Cl:23][C:24]1[CH:25]=[CH:26][N:27]=[C:28]([O:32][CH3:33])[C:29]=1[C:30]1[NH:11][C:10]2=[CH:9][C:8]3[C:7](=[O:14])[N:6]([CH:15]([CH3:17])[CH3:16])[C:5](=[O:18])[C:4]=3[CH:3]=[C:2]2[N:1]=1. The yield is 0.293.